Dataset: Catalyst prediction with 721,799 reactions and 888 catalyst types from USPTO. Task: Predict which catalyst facilitates the given reaction. (1) Product: [OH:14][C:11]1([C:1]#[N:2])[CH2:10][CH2:9][CH:8]([O:7][CH2:6][C:5]([F:15])([F:16])[F:4])[CH2:13][CH2:12]1. The catalyst class is: 6. Reactant: [C-:1]#[N:2].[Na+].[F:4][C:5]([F:16])([F:15])[CH2:6][O:7][CH:8]1[CH2:13][CH2:12][C:11](=[O:14])[CH2:10][CH2:9]1.S(OS([O-])=O)([O-])=O.[Na+].[Na+]. (2) Reactant: [CH3:1][O:2][C:3]([CH:5]1[CH2:10][NH:9][CH2:8][C:7](=[O:11])[N:6]1[CH2:12][C:13]1[CH:18]=[CH:17][C:16]([C:19]#[N:20])=[C:15]([N:21]=[C:22](C2C=CC=CC=2)C2C=CC=CC=2)[CH:14]=1)=[O:4].C([O-])([O-])=O.[K+].[K+].C(OC([N:48]1[C:56]2[C:51](=[CH:52][C:53]([Cl:57])=[CH:54][CH:55]=2)[CH:50]=[C:49]1[CH2:58]Br)=O)(C)(C)C.CC#[N:62]. Product: [CH3:1][O:2][C:3]([CH:5]1[CH2:10][N:9]([CH2:58][C:49]2[NH:48][C:56]3[C:51]([CH:50]=2)=[CH:52][C:53]([Cl:57])=[CH:54][CH:55]=3)[CH2:8][C:7](=[O:11])[N:6]1[CH2:12][C:13]1[CH:14]=[C:15]2[C:16]([C:19]([NH2:20])=[N:62][CH:22]=[N:21]2)=[CH:17][CH:18]=1)=[O:4]. The catalyst class is: 280.